The task is: Regression. Given a peptide amino acid sequence and an MHC pseudo amino acid sequence, predict their binding affinity value. This is MHC class II binding data.. This data is from Peptide-MHC class II binding affinity with 134,281 pairs from IEDB. (1) The peptide sequence is SREVLLLTIGLSLVA. The MHC is DRB1_1501 with pseudo-sequence DRB1_1501. The binding affinity (normalized) is 0.737. (2) The binding affinity (normalized) is 0.939. The peptide sequence is CQFLKVEKSQLLNEF. The MHC is DRB1_0101 with pseudo-sequence DRB1_0101. (3) The peptide sequence is YDKFLSNVSTVLTGK. The MHC is DRB1_1001 with pseudo-sequence DRB1_1001. The binding affinity (normalized) is 0.659. (4) The peptide sequence is NRWLFRHLAREKNPR. The MHC is DRB4_0103 with pseudo-sequence DRB4_0103. The binding affinity (normalized) is 0.851. (5) The peptide sequence is PFILDGDNLFPKV. The MHC is DRB1_0401 with pseudo-sequence DRB1_0401. The binding affinity (normalized) is 0.565. (6) The peptide sequence is ELQLKDGRRIVVPCR. The MHC is DRB1_0801 with pseudo-sequence DRB1_0801. The binding affinity (normalized) is 0.423.